Dataset: Reaction yield outcomes from USPTO patents with 853,638 reactions. Task: Predict the reaction yield, written as a fraction of the theoretical maximum amount of product (1.0 means a 100% yield; for example, 0.34 means a 34% yield). (1) The reactants are C(OC([NH:8][C@@H:9]1[CH2:14][CH2:13][C@H:12]([C:15]([O:17][CH3:18])=[O:16])[CH2:11][CH2:10]1)=O)(C)(C)C.FC(F)(F)C(O)=O. The catalyst is C(Cl)Cl. The product is [NH2:8][C@@H:9]1[CH2:10][CH2:11][C@H:12]([C:15]([O:17][CH3:18])=[O:16])[CH2:13][CH2:14]1. The yield is 0.990. (2) The reactants are [Br:1][C:2]1[CH:7]=[C:6]([CH2:8][C:9](=[O:11])[CH3:10])[CH:5]=[CH:4][N:3]=1.CCN(CC)CC.[C:19](=[N:27]O)(Cl)[C:20]1[CH:25]=[CH:24][CH:23]=[CH:22][CH:21]=1. The catalyst is CCO. The product is [Br:1][C:2]1[CH:7]=[C:6]([C:8]2[C:19]([C:20]3[CH:25]=[CH:24][CH:23]=[CH:22][CH:21]=3)=[N:27][O:11][C:9]=2[CH3:10])[CH:5]=[CH:4][N:3]=1. The yield is 0.520. (3) The reactants are [Br:1][C:2]1[CH:29]=[CH:28][C:5]2[C:6]3[N:7]([CH:11]=[C:12]([C:14]([N:16]=[C:17](SC)[NH:18][C:19]([O:21]C(C)(C)C)=[O:20])=O)[N:13]=3)[CH2:8][CH2:9][O:10][C:4]=2[CH:3]=1.Cl.[Cl:31][C:32]1[CH:37]=[CH:36][CH:35]=[CH:34][C:33]=1[NH:38][NH2:39]. The catalyst is CC(O)=O. The product is [Br:1][C:2]1[CH:29]=[CH:28][C:5]2[C:6]3[N:7]([CH:11]=[C:12]([C:14]4[N:38]([C:33]5[CH:34]=[CH:35][CH:36]=[CH:37][C:32]=5[Cl:31])[N:39]=[C:17]([NH:18][C:19](=[O:20])[OH:21])[N:16]=4)[N:13]=3)[CH2:8][CH2:9][O:10][C:4]=2[CH:3]=1. The yield is 0.600. (4) The reactants are [Br:1][C:2]1[C:3]([O:10][CH2:11][CH:12]2[CH2:14][CH2:13]2)=[CH:4][C:5]([C:8]#[N:9])=[N:6][CH:7]=1.Cl.[NH2:16][OH:17].C(N(CC)CC)C.CCCCCCC. The catalyst is CCO.C(OCC)(=O)C. The product is [Br:1][C:2]1[C:3]([O:10][CH2:11][CH:12]2[CH2:14][CH2:13]2)=[CH:4][C:5]([C:8](=[N:16][OH:17])[NH2:9])=[N:6][CH:7]=1. The yield is 0.570.